This data is from Forward reaction prediction with 1.9M reactions from USPTO patents (1976-2016). The task is: Predict the product of the given reaction. Given the reactants [F:1][C:2]1[CH:3]=[C:4]([CH:7]=[C:8]([N+:10]([O-:12])=[O:11])[CH:9]=1)[C:5]#[N:6].O.S(=O)(=O)(O)[OH:15].N, predict the reaction product. The product is: [F:1][C:2]1[CH:3]=[C:4]([CH:7]=[C:8]([N+:10]([O-:12])=[O:11])[CH:9]=1)[C:5]([NH2:6])=[O:15].